From a dataset of Forward reaction prediction with 1.9M reactions from USPTO patents (1976-2016). Predict the product of the given reaction. (1) Given the reactants C([N:3]([CH2:6]C)[CH2:4][CH3:5])C.[NH2:8][C:9](=[O:32])[C@@H:10]([NH:17][C:18]([C@@H:20]1[CH2:25][CH2:24][CH2:23][CH2:22][C@H:21]1[N:26]1[CH2:31][CH2:30][NH:29][CH2:28][CH2:27]1)=[O:19])[C:11]1[CH:16]=[CH:15][CH:14]=[CH:13][CH:12]=1.[F:33][C:34]1[CH:43]=CC(CN=C=O)=[CH:36][CH:35]=1.[OH2:44], predict the reaction product. The product is: [NH2:8][C:9](=[O:32])[C@@H:10]([NH:17][C:18]([C@@H:20]1[CH2:25][CH2:24][CH2:23][CH2:22][C@H:21]1[N:26]1[CH2:27][CH2:28][N:29]([C:6]([NH:3][C:4]2[CH:5]=[CH:43][C:34]([F:33])=[CH:35][CH:36]=2)=[O:44])[CH2:30][CH2:31]1)=[O:19])[C:11]1[CH:12]=[CH:13][CH:14]=[CH:15][CH:16]=1. (2) Given the reactants [NH2:1][CH2:2][CH:3]([OH:8])[C:4]([F:7])([F:6])[F:5].FC(F)(F)C(O)=O.[C:16]([C:18]1[CH:19]=[C:20]([C:28]2[O:32][N:31]=[C:30]([C:33]3[CH:47]=[CH:46][C:36]4[CH2:37][CH2:38][N:39]([CH2:42][C:43](O)=[O:44])[CH2:40][CH2:41][C:35]=4[CH:34]=3)[N:29]=2)[CH:21]=[CH:22][C:23]=1[O:24][CH:25]([CH3:27])[CH3:26])#[N:17].CCN(C(C)C)C(C)C.CN(C(ON1N=NC2C=CC=NC1=2)=[N+](C)C)C.F[P-](F)(F)(F)(F)F, predict the reaction product. The product is: [C:16]([C:18]1[CH:19]=[C:20]([C:28]2[O:32][N:31]=[C:30]([C:33]3[CH:47]=[CH:46][C:36]4[CH2:37][CH2:38][N:39]([CH2:42][C:43]([NH:1][CH2:2][CH:3]([OH:8])[C:4]([F:7])([F:6])[F:5])=[O:44])[CH2:40][CH2:41][C:35]=4[CH:34]=3)[N:29]=2)[CH:21]=[CH:22][C:23]=1[O:24][CH:25]([CH3:27])[CH3:26])#[N:17]. (3) Given the reactants [CH3:1][C:2]1[N:6]=[C:5]([C:7]2[S:11][C:10]([NH2:12])=[N:9][C:8]=2[C:13]2[CH:18]=[CH:17][CH:16]=[CH:15][CH:14]=2)[O:4][N:3]=1.[C:19](Cl)(=[O:22])[CH2:20][CH3:21], predict the reaction product. The product is: [CH3:1][C:2]1[N:6]=[C:5]([C:7]2[S:11][C:10]([NH:12][C:19](=[O:22])[CH2:20][CH3:21])=[N:9][C:8]=2[C:13]2[CH:14]=[CH:15][CH:16]=[CH:17][CH:18]=2)[O:4][N:3]=1.